Regression. Given a peptide amino acid sequence and an MHC pseudo amino acid sequence, predict their binding affinity value. This is MHC class I binding data. From a dataset of Peptide-MHC class I binding affinity with 185,985 pairs from IEDB/IMGT. (1) The peptide sequence is NHHPRARSM. The MHC is HLA-B58:01 with pseudo-sequence HLA-B58:01. The binding affinity (normalized) is 0.0847. (2) The peptide sequence is CFPSTQRDY. The MHC is HLA-A03:01 with pseudo-sequence HLA-A03:01. The binding affinity (normalized) is 0.375. (3) The peptide sequence is GVSWMIRILI. The MHC is HLA-A68:02 with pseudo-sequence HLA-A68:02. The binding affinity (normalized) is 0.511. (4) The peptide sequence is GLYSSTVPV. The MHC is HLA-B40:02 with pseudo-sequence HLA-B40:02. The binding affinity (normalized) is 0.236. (5) The peptide sequence is YFVPNLKDM. The MHC is HLA-A24:03 with pseudo-sequence HLA-A24:03. The binding affinity (normalized) is 0.574. (6) The peptide sequence is SRLKPSSFK. The MHC is HLA-A68:01 with pseudo-sequence HLA-A68:01. The binding affinity (normalized) is 0. (7) The peptide sequence is FAYDGCDYI. The MHC is H-2-Kb with pseudo-sequence H-2-Kb. The binding affinity (normalized) is 0.0393. (8) The peptide sequence is VVLQQHNIVH. The MHC is HLA-A31:01 with pseudo-sequence HLA-A31:01. The binding affinity (normalized) is 0.209. (9) The peptide sequence is NIMEFCKAY. The MHC is HLA-B15:17 with pseudo-sequence HLA-B15:17. The binding affinity (normalized) is 0.0847.